This data is from Catalyst prediction with 721,799 reactions and 888 catalyst types from USPTO. The task is: Predict which catalyst facilitates the given reaction. Product: [Br:1][C:2]1[N:7]=[C:6]([CH2:8][OH:9])[CH:5]=[CH:4][CH:3]=1. The catalyst class is: 5. Reactant: [Br:1][C:2]1[N:7]=[C:6]([CH:8]=[O:9])[CH:5]=[CH:4][CH:3]=1.[BH4-].[Na+].